From a dataset of Full USPTO retrosynthesis dataset with 1.9M reactions from patents (1976-2016). Predict the reactants needed to synthesize the given product. (1) Given the product [F:25][CH2:24][CH2:23][NH:22][C:20]([NH:19][CH:14]1[C:15]2[C:11](=[C:10]([OH:9])[CH:18]=[CH:17][CH:16]=2)[CH2:12][CH2:13]1)=[O:21], predict the reactants needed to synthesize it. The reactants are: C([O:9][C:10]1[CH:18]=[CH:17][CH:16]=[C:15]2[C:11]=1[CH2:12][CH2:13][CH:14]2[NH:19][C:20]([NH:22][CH2:23][CH2:24][F:25])=[O:21])(=O)C1C=CC=CC=1.[OH-].[Li+]. (2) Given the product [CH3:10][O:11][C:12]1[CH:13]=[CH:14][C:15]([C:18]2[CH:23]=[CH:22][C:21]([NH:24][C:25](=[O:28])[C:26]#[C:27][C:6]3[CH:7]=[CH:8][C:3]([CH2:2][OH:9])=[CH:4][CH:5]=3)=[CH:20][CH:19]=2)=[CH:16][CH:17]=1, predict the reactants needed to synthesize it. The reactants are: I[CH:2]([OH:9])[C:3]1[CH:8]=[CH:7][CH:6]=[CH:5][CH:4]=1.[CH3:10][O:11][C:12]1[CH:17]=[CH:16][C:15]([C:18]2[CH:23]=[CH:22][C:21]([NH:24][C:25](=[O:28])[C:26]#[CH:27])=[CH:20][CH:19]=2)=[CH:14][CH:13]=1. (3) Given the product [Cl:5][C:6]1[C:11]([C:12]2[CH:17]=[CH:16][CH:15]=[C:14]([CH2:18][CH3:19])[CH:13]=2)=[C:10]([C:20]([OH:29])([C@@H:30]2[CH2:35][CH2:34][CH2:33][N:32]([C:36]([C:38]3[CH:43]=[CH:42][C:41]([CH2:44][NH:1][CH2:2][CH2:3][OH:4])=[CH:40][CH:39]=3)=[O:37])[CH2:31]2)[CH2:21][CH2:22][CH2:23][NH:24][C:25](=[O:28])[O:26][CH3:27])[CH:9]=[CH:8][CH:7]=1, predict the reactants needed to synthesize it. The reactants are: [NH2:1][CH2:2][CH2:3][OH:4].[Cl:5][C:6]1[C:11]([C:12]2[CH:17]=[CH:16][CH:15]=[C:14]([CH2:18][CH3:19])[CH:13]=2)=[C:10]([C:20]([C@@H:30]2[CH2:35][CH2:34][CH2:33][N:32]([C:36]([C:38]3[CH:43]=[CH:42][C:41]([CH:44]=O)=[CH:40][CH:39]=3)=[O:37])[CH2:31]2)([OH:29])[CH2:21][CH2:22][CH2:23][NH:24][C:25](=[O:28])[O:26][CH3:27])[CH:9]=[CH:8][CH:7]=1.C([BH3-])#N.[Na+].